From a dataset of Catalyst prediction with 721,799 reactions and 888 catalyst types from USPTO. Predict which catalyst facilitates the given reaction. (1) Reactant: [N:1]([C:4]1[CH:8]=[CH:7][S:6][C:5]=1[C:9]([OH:11])=[O:10])=[N+:2]=[N-:3].Br[CH2:13][CH:14]([CH3:16])[CH3:15].C(=O)([O-])[O-].[Cs+].[Cs+]. Product: [CH2:13]([O:10][C:9]([C:5]1[S:6][CH:7]=[CH:8][C:4]=1[N:1]=[N+:2]=[N-:3])=[O:11])[CH:14]([CH3:16])[CH3:15]. The catalyst class is: 18. (2) Reactant: [C:1]([N:8]1[CH:12]=[CH:11]N=C1)([N:3]1[CH:7]=[CH:6]N=C1)=[O:2].N[CH2:14][C:15]1[CH:16]=[N:17][CH:18]=CC=1.NCC[CH2:24][C:25]#[C:26][C:27]1[C:35]2[C:30](=[CH:31][CH:32]=[CH:33][CH:34]=2)[N:29]([CH:36]2[CH2:41][CH2:40][N:39]([C:42]([O:44][C:45]([CH3:48])([CH3:47])[CH3:46])=[O:43])[CH2:38][CH2:37]2)[CH:28]=1. Product: [N:17]1[CH:16]=[CH:15][CH:14]=[C:11]([CH2:12][NH:8][C:1]([NH:3][CH2:7][CH2:6][CH2:24][C:25]#[C:26][C:27]2[C:35]3[C:30](=[CH:31][CH:32]=[CH:33][CH:34]=3)[N:29]([CH:36]3[CH2:37][CH2:38][N:39]([C:42]([O:44][C:45]([CH3:48])([CH3:47])[CH3:46])=[O:43])[CH2:40][CH2:41]3)[CH:28]=2)=[O:2])[CH:18]=1. The catalyst class is: 1. (3) Reactant: [C:1]([O:5][C:6](=[O:14])[N:7]([CH2:11][CH:12]=[CH2:13])[CH2:8][C:9]#[CH:10])([CH3:4])([CH3:3])[CH3:2].[CH2:15]([Li])[CH2:16][CH2:17]C.CN(C)P(N(C)C)(N(C)C)=O.ICCC. Product: [C:1]([O:5][C:6](=[O:14])[N:7]([CH2:11][CH:12]=[CH2:13])[CH2:8][C:9]#[C:10][CH2:15][CH2:16][CH3:17])([CH3:4])([CH3:3])[CH3:2]. The catalyst class is: 7.